This data is from Full USPTO retrosynthesis dataset with 1.9M reactions from patents (1976-2016). The task is: Predict the reactants needed to synthesize the given product. Given the product [F:1][C:2]1[CH:3]=[C:4]([C:8]#[C:9][C:10]2[CH:22]=[CH:21][N:13]3[C:14](=[O:20])[C:15]([CH2:18][O:19][CH3:25])=[CH:16][N:17]=[C:12]3[CH:11]=2)[CH:5]=[CH:6][CH:7]=1, predict the reactants needed to synthesize it. The reactants are: [F:1][C:2]1[CH:3]=[C:4]([C:8]#[C:9][C:10]2[CH:22]=[CH:21][N:13]3[C:14](=[O:20])[C:15]([CH2:18][OH:19])=[CH:16][N:17]=[C:12]3[CH:11]=2)[CH:5]=[CH:6][CH:7]=1.[H-].[Na+].[CH3:25]I.